From a dataset of Reaction yield outcomes from USPTO patents with 853,638 reactions. Predict the reaction yield, written as a fraction of the theoretical maximum amount of product (1.0 means a 100% yield; for example, 0.34 means a 34% yield). The reactants are [Cl:1][C:2]1[CH:12]=[C:11]([Cl:13])[CH:10]=[CH:9][C:3]=1[O:4][CH:5]1[CH2:8][NH:7][CH2:6]1.C(N(CC)C(C)C)(C)C.[Cl:23][C:24]1[N:29]=[C:28](Cl)[CH:27]=[CH:26][N:25]=1. The catalyst is C(O)(C)C. The product is [Cl:23][C:24]1[N:29]=[C:28]([N:7]2[CH2:8][CH:5]([O:4][C:3]3[CH:9]=[CH:10][C:11]([Cl:13])=[CH:12][C:2]=3[Cl:1])[CH2:6]2)[CH:27]=[CH:26][N:25]=1. The yield is 0.400.